This data is from Peptide-MHC class I binding affinity with 185,985 pairs from IEDB/IMGT. The task is: Regression. Given a peptide amino acid sequence and an MHC pseudo amino acid sequence, predict their binding affinity value. This is MHC class I binding data. (1) The peptide sequence is PLRNDGNRF. The MHC is HLA-B35:01 with pseudo-sequence HLA-B35:01. The binding affinity (normalized) is 0.0847. (2) The peptide sequence is GLVGLVTFL. The MHC is HLA-A02:03 with pseudo-sequence HLA-A02:03. The binding affinity (normalized) is 0.895. (3) The peptide sequence is YFENSDLNL. The MHC is HLA-B08:01 with pseudo-sequence HLA-B08:01. The binding affinity (normalized) is 0.0847. (4) The peptide sequence is QICKGMDYL. The MHC is H-2-Db with pseudo-sequence H-2-Db. The binding affinity (normalized) is 0. (5) The peptide sequence is MFTNRSGSQ. The MHC is HLA-A11:01 with pseudo-sequence HLA-A11:01. The binding affinity (normalized) is 0. (6) The peptide sequence is KMTPWSAYW. The MHC is HLA-A01:01 with pseudo-sequence HLA-A01:01. The binding affinity (normalized) is 0.0847.